Predict the product of the given reaction. From a dataset of Forward reaction prediction with 1.9M reactions from USPTO patents (1976-2016). (1) The product is: [C:42]([O:41][C:39](=[O:40])[NH:38][C@@H:22]([CH2:21][CH2:20][CH2:19][CH2:18][NH2:17])[C:23]([N:25]([CH2:26][C:27]1[S:28][CH:29]=[CH:30][CH:31]=1)[CH2:32][C:33]1[S:34][CH:35]=[CH:36][CH:37]=1)=[O:24])([CH3:45])([CH3:43])[CH3:44]. Given the reactants C1C2C(COC(=O)[NH:17][CH2:18][CH2:19][CH2:20][CH2:21][C@H:22]([NH:38][C:39]([O:41][C:42]([CH3:45])([CH3:44])[CH3:43])=[O:40])[C:23]([N:25]([CH2:32][C:33]3[S:34][CH:35]=[CH:36][CH:37]=3)[CH2:26][C:27]3[S:28][CH:29]=[CH:30][CH:31]=3)=[O:24])C3C(=CC=CC=3)C=2C=CC=1.N1CCCCC1, predict the reaction product. (2) Given the reactants [CH3:1][C:2]1([CH3:10])[O:9][C:7](=[O:8])[CH2:6][C:4](=[O:5])[O:3]1.[CH:11]1([O:16][C:17]2[C:23]([O:24][CH3:25])=[CH:22][CH:21]=[CH:20][C:18]=2[NH2:19])[CH2:15][CH2:14][CH2:13][CH2:12]1.[CH:26](OC)(OC)OC, predict the reaction product. The product is: [CH:11]1([O:16][C:17]2[C:23]([O:24][CH3:25])=[CH:22][CH:21]=[CH:20][C:18]=2[NH:19][CH:26]=[C:6]2[C:7](=[O:8])[O:9][C:2]([CH3:10])([CH3:1])[O:3][C:4]2=[O:5])[CH2:12][CH2:13][CH2:14][CH2:15]1. (3) Given the reactants [Cl:1][C:2]1[CH:7]=[C:6]([Cl:8])[CH:5]=[CH:4][C:3]=1[C:9]1[N:14]=[C:13]([N:15]([CH3:21])[C:16](=[O:20])[CH2:17][CH2:18][CH3:19])[C:12]([C:22]#[N:23])=[CH:11][C:10]=1[C:24]1[CH:29]=[CH:28][C:27]([Cl:30])=[CH:26][CH:25]=1.[H-].[Na+], predict the reaction product. The product is: [NH2:23][C:22]1[C:12]2[C:13](=[N:14][C:9]([C:3]3[CH:4]=[CH:5][C:6]([Cl:8])=[CH:7][C:2]=3[Cl:1])=[C:10]([C:24]3[CH:25]=[CH:26][C:27]([Cl:30])=[CH:28][CH:29]=3)[CH:11]=2)[N:15]([CH3:21])[C:16](=[O:20])[C:17]=1[CH2:18][CH3:19].